This data is from Full USPTO retrosynthesis dataset with 1.9M reactions from patents (1976-2016). The task is: Predict the reactants needed to synthesize the given product. (1) Given the product [C:24]([NH:27][CH2:28][CH2:29][NH:30][C:2]1[N:7]=[C:6]([C:8]2[CH:13]=[CH:12][CH:11]=[CH:10][CH:9]=2)[N:5]=[C:4]([NH:14][C:15](=[O:23])[CH2:16][N:17]2[CH2:22][CH2:21][CH2:20][CH2:19][CH2:18]2)[CH:3]=1)(=[O:26])[CH3:25], predict the reactants needed to synthesize it. The reactants are: Cl[C:2]1[N:7]=[C:6]([C:8]2[CH:13]=[CH:12][CH:11]=[CH:10][CH:9]=2)[N:5]=[C:4]([NH:14][C:15](=[O:23])[CH2:16][N:17]2[CH2:22][CH2:21][CH2:20][CH2:19][CH2:18]2)[CH:3]=1.[C:24]([NH:27][CH2:28][CH2:29][NH2:30])(=[O:26])[CH3:25]. (2) Given the product [CH3:36][C:37]([C:39]1[C@@:43]2([CH3:61])[CH2:44][CH2:45][C@@H:46]3[C@@:51]4([CH3:60])[CH2:52][CH2:53][C@H:54]([O:56][C:57]([CH3:59])=[O:58])[CH2:55][C:50]4=[CH:49][CH2:48][C@H:47]3[C@@H:42]2[CH2:41][CH:40]=1)=[O:38], predict the reactants needed to synthesize it. The reactants are: C[C@H]1CN[C@]2(O[C@H]3C[C@H]4[C@@H]5CC=C6C[C@@H](O)CC[C@]6(C)[C@H]5CC[C@]4(C)[C@H]3[C@@H]2C)CC1.S(=O)(=O)(O)O.[CH3:36][C:37]([C:39]1[C@@:43]2([CH3:61])[CH2:44][CH2:45][C@@H:46]3[C@@:51]4([CH3:60])[CH2:52][CH2:53][C@@H:54]([O:56][C:57]([CH3:59])=[O:58])[CH2:55][C:50]4=[CH:49][CH2:48][CH:47]3[C@@H:42]2[CH2:41][CH:40]=1)=[O:38]. (3) Given the product [C:34]([CH2:33][N:25]1[CH2:24][CH2:23][CH:22]([C:19]2[CH:18]=[CH:17][C:16]([NH:15][C:8]3[CH:7]=[C:6]([NH:5][CH2:4][C:3]4[CH:28]=[CH:29][CH:30]=[C:31]([F:32])[C:2]=4[F:1])[C:11]([C:12]([NH2:14])=[O:13])=[CH:10][N:9]=3)=[CH:21][CH:20]=2)[CH2:27][CH2:26]1)#[N:35], predict the reactants needed to synthesize it. The reactants are: [F:1][C:2]1[C:31]([F:32])=[CH:30][CH:29]=[CH:28][C:3]=1[CH2:4][NH:5][C:6]1[C:11]([C:12]([NH2:14])=[O:13])=[CH:10][N:9]=[C:8]([NH:15][C:16]2[CH:21]=[CH:20][C:19]([CH:22]3[CH2:27][CH2:26][NH:25][CH2:24][CH2:23]3)=[CH:18][CH:17]=2)[CH:7]=1.[CH3:33][CH2:34][N:35](C(C)C)C(C)C.BrCC#N. (4) Given the product [CH2:1]([O:3][C:4]([C:6]1[C:11]([C:12]2[CH:13]=[CH:14][C:15]([O:18][C:19]3[CH:24]=[CH:23][CH:22]=[CH:21][CH:20]=3)=[CH:16][CH:17]=2)=[CH:10][C:9]([CH:25]2[CH2:30][CH2:29][N:28]([C:31]([O:33][C:34]([CH3:35])([CH3:37])[CH3:36])=[O:32])[CH2:27][CH2:26]2)=[CH:8][CH:7]=1)=[O:5])[CH3:2], predict the reactants needed to synthesize it. The reactants are: [CH2:1]([O:3][C:4]([C:6]1[C:11]([C:12]2[CH:17]=[CH:16][C:15]([O:18][C:19]3[CH:24]=[CH:23][CH:22]=[CH:21][CH:20]=3)=[CH:14][CH:13]=2)=[CH:10][C:9]([C:25]2[CH2:30][CH2:29][N:28]([C:31]([O:33][C:34]([CH3:37])([CH3:36])[CH3:35])=[O:32])[CH2:27][CH:26]=2)=[CH:8][CH:7]=1)=[O:5])[CH3:2]. (5) Given the product [Br:1][C:2]1[CH:11]=[C:10]2[C:5]([CH:6]=[CH:7][C:8](/[C:12](=[N:20]/[S@@:18]([C:28]([CH3:29])([CH3:32])[CH3:22])=[O:19])/[CH3:13])=[N:9]2)=[CH:4][CH:3]=1, predict the reactants needed to synthesize it. The reactants are: [Br:1][C:2]1[CH:11]=[C:10]2[C:5]([CH:6]=[CH:7][C:8]([C:12](=O)[CH3:13])=[N:9]2)=[CH:4][CH:3]=1.CC(C)C[S@:18]([NH2:20])=[O:19].[C:22](OCC)(=O)C.[CH2:28]1[CH2:32]OC[CH2:29]1. (6) Given the product [F:11][C:8]1[CH:9]=[CH:10][C:5]([C:3]2[N:15]=[C:12]([CH3:13])[S:14][CH:2]=2)=[CH:6][CH:7]=1, predict the reactants needed to synthesize it. The reactants are: Br[CH2:2][C:3]([C:5]1[CH:10]=[CH:9][C:8]([F:11])=[CH:7][CH:6]=1)=O.[C:12]([NH2:15])(=[S:14])[CH3:13]. (7) Given the product [NH2:1][C:2]1[CH:10]=[CH:9][C:5]([C:6]([NH2:8])=[O:7])=[CH:4][C:3]=1[C:16]1[CH2:17][CH2:18][C:13]([CH3:28])([CH3:12])[CH2:14][CH:15]=1, predict the reactants needed to synthesize it. The reactants are: [NH2:1][C:2]1[CH:10]=[CH:9][C:5]([C:6]([NH2:8])=[O:7])=[CH:4][C:3]=1Br.[CH3:12][C:13]1([CH3:28])[CH2:18][CH2:17][C:16](B2OC(C)(C)C(C)(C)O2)=[CH:15][CH2:14]1. (8) Given the product [NH2:1][C:2]1[C:3]([C:15]([OH:17])=[O:16])=[N:4][C:5]([C:8]2[C:13]([F:14])=[CH:12][CH:11]=[CH:10][N:9]=2)=[CH:6][N:7]=1, predict the reactants needed to synthesize it. The reactants are: [NH2:1][C:2]1[C:3]([C:15]([O:17]C)=[O:16])=[N:4][C:5]([C:8]2[C:13]([F:14])=[CH:12][CH:11]=[CH:10][N:9]=2)=[CH:6][N:7]=1.[Li+].[OH-].